From a dataset of Forward reaction prediction with 1.9M reactions from USPTO patents (1976-2016). Predict the product of the given reaction. (1) Given the reactants O.C1(C)C=CC(S(O)(=O)=O)=CC=1.O.[C:14]([C:18]1[CH:23]=[C:22]([O:24][CH3:25])[N:21]=[C:20]([O:26][CH3:27])[C:19]=1[NH:28]C(=O)OC(C)(C)C)([O:16][CH3:17])=[O:15].C([O-])(O)=O.[Na+], predict the reaction product. The product is: [NH2:28][C:19]1[C:20]([O:26][CH3:27])=[N:21][C:22]([O:24][CH3:25])=[CH:23][C:18]=1[C:14]([O:16][CH3:17])=[O:15]. (2) Given the reactants [H-].[Na+].[Br:3][C:4]1[CH:12]=[C:11]2[C:7]([C:8]([C:21]3[CH:22]=[N:23][NH:24][CH:25]=3)=[N:9][N:10]2[CH2:13][O:14][CH2:15][CH2:16][Si:17]([CH3:20])([CH3:19])[CH3:18])=[CH:6][CH:5]=1.Cl[CH2:27][CH2:28][N:29]1[CH2:33][CH2:32][CH2:31][CH2:30]1, predict the reaction product. The product is: [Br:3][C:4]1[CH:12]=[C:11]2[C:7]([C:8]([C:21]3[CH:22]=[N:23][N:24]([CH2:27][CH2:28][N:29]4[CH2:33][CH2:32][CH2:31][CH2:30]4)[CH:25]=3)=[N:9][N:10]2[CH2:13][O:14][CH2:15][CH2:16][Si:17]([CH3:19])([CH3:20])[CH3:18])=[CH:6][CH:5]=1.